This data is from Full USPTO retrosynthesis dataset with 1.9M reactions from patents (1976-2016). The task is: Predict the reactants needed to synthesize the given product. (1) Given the product [CH3:25][C:26]1[CH:37]=[CH:36][CH:35]=[C:34]([CH3:38])[C:27]=1[O:28][CH2:29][C:30]1([NH:33][CH2:21][CH:20]([C:12]2[C:13]3[O:18][CH2:17][C:16](=[O:19])[NH:15][C:14]=3[C:9]([OH:8])=[CH:10][CH:11]=2)[OH:24])[CH2:32][CH2:31]1, predict the reactants needed to synthesize it. The reactants are: C([O:8][C:9]1[C:14]2[NH:15][C:16](=[O:19])[CH2:17][O:18][C:13]=2[C:12]([C:20](=[O:24])[CH:21](O)O)=[CH:11][CH:10]=1)C1C=CC=CC=1.[CH3:25][C:26]1[CH:37]=[CH:36][CH:35]=[C:34]([CH3:38])[C:27]=1[O:28][CH2:29][C:30]1([NH2:33])[CH2:32][CH2:31]1.FC(F)(F)C([O-])=O. (2) Given the product [NH2:1][C:2]1[C:14]([C:15]([O:17][CH3:18])=[O:16])=[C:6]2[O:7][CH2:8][C@@H:9]3[CH2:13][CH2:12][CH2:11][N:10]3[C:5]2=[CH:4][CH:3]=1, predict the reactants needed to synthesize it. The reactants are: [NH2:1][C:2]1[C:14]([C:15]([O:17][CH3:18])=[O:16])=[C:6]2[O:7][CH2:8][C@H:9]3[CH2:13][CH2:12][CH2:11][N:10]3[C:5]2=[CH:4][CH:3]=1.NC1C(C(OC)=O)=C(OC[C@@H]2CCCN2)C(Br)=CC=1.